This data is from Full USPTO retrosynthesis dataset with 1.9M reactions from patents (1976-2016). The task is: Predict the reactants needed to synthesize the given product. (1) Given the product [CH2:1]([N:8]1[CH2:13][CH2:12][O:11][C@@H:10]([C:14]2[CH:19]=[C:18]([C:24]#[N:25])[CH:17]=[CH:16][C:15]=2[O:21][CH3:22])[CH2:9]1)[C:2]1[CH:7]=[CH:6][CH:5]=[CH:4][CH:3]=1, predict the reactants needed to synthesize it. The reactants are: [CH2:1]([N:8]1[CH2:13][CH2:12][O:11][C@@H:10]([C:14]2[CH:19]=[C:18](Br)[CH:17]=[CH:16][C:15]=2[O:21][CH3:22])[CH2:9]1)[C:2]1[CH:7]=[CH:6][CH:5]=[CH:4][CH:3]=1.[Cu](C#N)[C:24]#[N:25].C(OCC)C.[OH-].[Na+]. (2) Given the product [CH3:1][O:2][C:3](=[O:29])[CH2:4][N:5]([S:40]([N:32]([CH2:30][CH3:31])[C:33]1[CH:34]=[C:35]([CH3:39])[CH:36]=[CH:37][CH:38]=1)(=[O:41])=[O:42])[CH2:6][C:7]1[CH:8]=[CH:9][C:10]([O:13][CH2:14][CH2:15][C:16]2[N:17]=[C:18]([C:22]3[CH:27]=[CH:26][C:25]([CH3:28])=[CH:24][CH:23]=3)[O:19][C:20]=2[CH3:21])=[CH:11][CH:12]=1, predict the reactants needed to synthesize it. The reactants are: [CH3:1][O:2][C:3](=[O:29])[CH2:4][NH:5][CH2:6][C:7]1[CH:12]=[CH:11][C:10]([O:13][CH2:14][CH2:15][C:16]2[N:17]=[C:18]([C:22]3[CH:27]=[CH:26][C:25]([CH3:28])=[CH:24][CH:23]=3)[O:19][C:20]=2[CH3:21])=[CH:9][CH:8]=1.[CH2:30]([N:32]([S:40](Cl)(=[O:42])=[O:41])[C:33]1[CH:34]=[C:35]([CH3:39])[CH:36]=[CH:37][CH:38]=1)[CH3:31].C(N(CC)CC)C.